Predict the product of the given reaction. From a dataset of Forward reaction prediction with 1.9M reactions from USPTO patents (1976-2016). (1) The product is: [F:14][C:15]([F:28])([F:27])[S:16]([O:9][C:8]1[CH:7]=[CH:6][C:5]([C:10](=[O:13])[CH2:11][CH3:12])=[CH:4][C:3]=1[CH2:1][CH3:2])(=[O:18])=[O:17]. Given the reactants [CH2:1]([C:3]1[CH:4]=[C:5]([C:10](=[O:13])[CH2:11][CH3:12])[CH:6]=[CH:7][C:8]=1[OH:9])[CH3:2].[F:14][C:15]([F:28])([F:27])[S:16](O[S:16]([C:15]([F:28])([F:27])[F:14])(=[O:18])=[O:17])(=[O:18])=[O:17], predict the reaction product. (2) Given the reactants FC(F)(F)C(O)=O.[O:8]=[C:9]1[C:13](N[C@@H](C2C=CC=CC=2)C)=[CH:12][C@H:11]([C:23]2[CH:28]=[CH:27][CH:26]=[C:25]([O:29][C:30]([F:33])([F:32])[F:31])[CH:24]=2)[N:10]1[C:34]1[CH:41]=[CH:40][C:37]([C:38]#[N:39])=[CH:36][CH:35]=1.O=C1C(=O)C[C@H](C2C=CC=C(OC(F)(F)F)C=2)N1C1C=CC(C#N)=CC=1.[CH3:68][C:69]([NH2:81])([C:71]1[CH:76]=[CH:75][CH:74]=[C:73]([C:77]([F:80])([F:79])[F:78])[N:72]=1)[CH3:70], predict the reaction product. The product is: [CH3:70][C:69]([NH:81][C:13]1[C:9](=[O:8])[N:10]([C:34]2[CH:35]=[CH:36][C:37]([C:38]#[N:39])=[CH:40][CH:41]=2)[C@@H:11]([C:23]2[CH:28]=[CH:27][CH:26]=[C:25]([O:29][C:30]([F:31])([F:33])[F:32])[CH:24]=2)[CH:12]=1)([C:71]1[CH:76]=[CH:75][CH:74]=[C:73]([C:77]([F:79])([F:80])[F:78])[N:72]=1)[CH3:68]. (3) Given the reactants [C:1]1([OH:7])[CH:6]=[CH:5][CH:4]=[CH:3][CH:2]=1.N1C=CC=CC=1.[C:14]1([CH:20]([CH3:25])[CH2:21][C:22](Cl)=[O:23])[CH:19]=[CH:18][CH:17]=[CH:16][CH:15]=1.Cl, predict the reaction product. The product is: [C:14]1([CH:20]([CH3:25])[CH2:21][C:22]([O:7][C:1]2[CH:6]=[CH:5][CH:4]=[CH:3][CH:2]=2)=[O:23])[CH:19]=[CH:18][CH:17]=[CH:16][CH:15]=1.